Dataset: Reaction yield outcomes from USPTO patents with 853,638 reactions. Task: Predict the reaction yield, written as a fraction of the theoretical maximum amount of product (1.0 means a 100% yield; for example, 0.34 means a 34% yield). (1) The catalyst is CS(C)=O.CCOC(C)=O. The yield is 0.600. The reactants are [CH3:1][O:2][C:3]([C:5]1[N:6]([C:16]2[CH:21]=[C:20](Cl)[CH:19]=[CH:18][C:17]=2[N+:23]([O-:25])=[O:24])[CH:7]=[C:8]([C:10]2[CH:15]=[CH:14][CH:13]=[CH:12][CH:11]=2)[CH:9]=1)=[O:4].[N:26]1([CH2:32][CH2:33][CH2:34][NH2:35])[CH2:31][CH2:30][O:29][CH2:28][CH2:27]1.CCN(C(C)C)C(C)C. The product is [CH3:1][O:2][C:3]([C:5]1[N:6]([C:16]2[CH:21]=[C:20]([NH:35][CH2:34][CH2:33][CH2:32][N:26]3[CH2:31][CH2:30][O:29][CH2:28][CH2:27]3)[CH:19]=[CH:18][C:17]=2[N+:23]([O-:25])=[O:24])[CH:7]=[C:8]([C:10]2[CH:15]=[CH:14][CH:13]=[CH:12][CH:11]=2)[CH:9]=1)=[O:4]. (2) The catalyst is C(O)C. The product is [NH2:22][C:21]1[C:3]2[C:4]([C:12]3[CH:17]=[C:16]([O:18][CH3:19])[CH:15]=[C:14]([Cl:20])[CH:13]=3)=[N:5][C:6]([NH:8][CH:9]3[CH2:11][CH2:10]3)=[N:7][C:2]=2[S:23][C:24]=1[C:25]([NH2:27])=[O:26]. The yield is 0.360. The reactants are Cl[C:2]1[N:7]=[C:6]([NH:8][CH:9]2[CH2:11][CH2:10]2)[N:5]=[C:4]([C:12]2[CH:17]=[C:16]([O:18][CH3:19])[CH:15]=[C:14]([Cl:20])[CH:13]=2)[C:3]=1[C:21]#[N:22].[SH:23][CH2:24][C:25]([NH2:27])=[O:26].C(=O)([O-])[O-].[Na+].[Na+].[O-]CC.[Na+]. (3) The product is [CH3:43][N:44]1[C:7]2[CH:8]=[CH:9][CH:10]=[CH:11][C:6]=2[N:5]=[C:4]1[N:12]([C:24]1[CH:29]=[CH:28][CH:27]=[CH:26][N:25]=1)[CH2:13][CH2:14][CH2:15][CH2:16][CH2:17][CH2:18][CH2:19][C:33]([O:32][CH2:30][CH3:31])=[O:41]. No catalyst specified. The yield is 0.690. The reactants are [H-].[Na+].O1[C:7]2[CH:8]=[CH:9][CH:10]=[CH:11][C:6]=2[N:5]=[C:4]1[N:12]([C:24]1[CH:29]=[CH:28][CH:27]=[CH:26][N:25]=1)[CH2:13][CH2:14][CH2:15][CH2:16][CH2:17][CH2:18][C:19](OCC)=O.[CH2:30]([O:32][C:33](=[O:41])CCCCCCI)[CH3:31].O.[CH3:43][N:44](C=O)C. (4) The reactants are F[C:2]1[CH:3]=[C:4]([CH3:12])[C:5]([N+:9]([O-:11])=[O:10])=[C:6]([CH:8]=1)[NH2:7].[NH:13]1[CH2:18][CH2:17][CH2:16][N:15]=[CH:14]1.C(=O)([O-])[O-].[K+].[K+]. The catalyst is CS(C)=O.O. The product is [N:15]1([C:2]2[CH:3]=[C:4]([CH3:12])[C:5]([N+:9]([O-:11])=[O:10])=[C:6]([CH:8]=2)[NH2:7])[CH2:16][CH2:17][CH2:18][N:13]=[CH:14]1. The yield is 0.670. (5) The reactants are [CH3:1][C:2]1([CH3:10])[CH:8]2[CH:6]([O:7]2)[C:5](=[O:9])[CH2:4][CH2:3]1.[OH-].[K+].[CH3:13]O. The catalyst is O. The product is [CH3:13][O:7][C:6]1[C:5](=[O:9])[CH2:4][CH2:3][C:2]([CH3:10])([CH3:1])[CH:8]=1. The yield is 0.459. (6) The reactants are Cl[C:2]1[N:3]=[C:4]([N:15]2[CH2:20][CH2:19][O:18][CH2:17][CH2:16]2)[C:5]2[O:10][C:9]3[CH:11]=[CH:12][CH:13]=[CH:14][C:8]=3[C:6]=2[N:7]=1.[NH2:21][C:22]1[CH:27]=[CH:26][C:25](B2OC(C)(C)C(C)(C)O2)=[CH:24][N:23]=1. The catalyst is COCCOC.C([O-])([O-])=O.[Na+].[Na+].CCOC(C)=O. The product is [O:18]1[CH2:19][CH2:20][N:15]([C:4]2[C:5]3[O:10][C:9]4[CH:11]=[CH:12][CH:13]=[CH:14][C:8]=4[C:6]=3[N:7]=[C:2]([C:25]3[CH:26]=[CH:27][C:22]([NH2:21])=[N:23][CH:24]=3)[N:3]=2)[CH2:16][CH2:17]1. The yield is 0.0500.